This data is from Kir2.1 potassium channel HTS with 301,493 compounds. The task is: Binary Classification. Given a drug SMILES string, predict its activity (active/inactive) in a high-throughput screening assay against a specified biological target. The molecule is O=C(NC(CC(=O)C)(C)C)Cc1cc(OC)c(OC)cc1. The result is 0 (inactive).